This data is from Forward reaction prediction with 1.9M reactions from USPTO patents (1976-2016). The task is: Predict the product of the given reaction. (1) The product is: [NH2:8][C:6]1[N:7]=[C:2]([Cl:1])[C:3]2[N:21]=[CH:22][C:23](=[O:24])[N:9]([CH2:10][C:11]3[C:19]([Cl:20])=[CH:18][C:14]4[O:15][CH2:16][O:17][C:13]=4[CH:12]=3)[C:4]=2[N:5]=1. Given the reactants [Cl:1][C:2]1[N:7]=[C:6]([NH2:8])[N:5]=[C:4]([NH:9][CH2:10][C:11]2[C:19]([Cl:20])=[CH:18][C:14]3[O:15][CH2:16][O:17][C:13]=3[CH:12]=2)[C:3]=1[NH2:21].[C:22](OCC)(=O)[CH:23]=[O:24].C1(C)C=CC=CC=1, predict the reaction product. (2) Given the reactants [Br:1][C:2]1[CH:3]=[C:4]2[C:8](=[CH:9][CH:10]=1)[C:7](=O)[NH:6][C:5]2=O.CSC.B, predict the reaction product. The product is: [Br:1][C:2]1[CH:3]=[C:4]2[C:8](=[CH:9][CH:10]=1)[CH2:7][NH:6][CH2:5]2. (3) Given the reactants [C:1]([O:5][C:6]([N:8]1[CH:12]=[C:11]([C:13]2[C:14]([NH2:41])=[N:15][CH:16]=[N:17][C:18]=2[N:19]2[CH2:24][CH2:23][CH:22]([C:25]3[N:26]([CH2:38][CH2:39][OH:40])[CH:27]=[C:28]([C:30]4[CH:35]=[CH:34][C:33]([F:36])=[C:32]([CH3:37])[CH:31]=4)[N:29]=3)[CH2:21][CH2:20]2)[CH:10]=[N:9]1)=[O:7])([CH3:4])([CH3:3])[CH3:2].C(N(C(C)C)C(C)C)C.[CH3:51][S:52](Cl)(=[O:54])=[O:53], predict the reaction product. The product is: [NH2:41][C:14]1[C:13]([C:11]2[CH:10]=[N:9][N:8]([C:6]([O:5][C:1]([CH3:4])([CH3:2])[CH3:3])=[O:7])[CH:12]=2)=[C:18]([N:19]2[CH2:24][CH2:23][CH:22]([C:25]3[N:26]([CH2:38][CH2:39][O:40][S:52]([CH3:51])(=[O:54])=[O:53])[CH:27]=[C:28]([C:30]4[CH:35]=[CH:34][C:33]([F:36])=[C:32]([CH3:37])[CH:31]=4)[N:29]=3)[CH2:21][CH2:20]2)[N:17]=[CH:16][N:15]=1. (4) The product is: [F:41][C:42]1([F:47])[CH2:45][CH:44]([NH:46][C:5]([N:25]2[C@@H:26]3[CH2:30][N:29]([CH2:28][CH2:27]3)[C:23]3[CH:22]=[CH:21][C:20]([C:17]4[CH:18]=[N:19][C:14]([CH3:13])=[CH:15][CH:16]=4)=[N:31][C:24]2=3)=[O:11])[CH2:43]1. Given the reactants ClC(Cl)(O[C:5](=[O:11])OC(Cl)(Cl)Cl)Cl.[CH3:13][C:14]1[N:19]=[CH:18][C:17]([C:20]2[CH:21]=[CH:22][C:23]3[N:29]4[CH2:30][C@H:26]([CH2:27][CH2:28]4)[NH:25][C:24]=3[N:31]=2)=[CH:16][CH:15]=1.CCN(C(C)C)C(C)C.[F:41][C:42]1([F:47])[CH2:45][CH:44]([NH2:46])[CH2:43]1, predict the reaction product. (5) Given the reactants [Cl:1][C:2]1[CH:3]=[C:4]2[C:8](=[CH:9][CH:10]=1)[NH:7][C:6]([C:11]([NH:13][NH:14][C:15](=[O:25])[C:16]1[CH:21]=[CH:20][CH:19]=[C:18]([N:22]([CH3:24])[CH3:23])[CH:17]=1)=[O:12])=[CH:5]2.[CH3:26][S:27]([OH:30])(=[O:29])=[O:28].C(OCC)C, predict the reaction product. The product is: [CH3:26][S:27]([OH:30])(=[O:29])=[O:28].[Cl:1][C:2]1[CH:3]=[C:4]2[C:8](=[CH:9][CH:10]=1)[NH:7][C:6]([C:11]([NH:13][NH:14][C:15](=[O:25])[C:16]1[CH:21]=[CH:20][CH:19]=[C:18]([N:22]([CH3:23])[CH3:24])[CH:17]=1)=[O:12])=[CH:5]2. (6) Given the reactants [Cl:1][C:2]1[CH:7]=[CH:6][C:5]([C:8]2[N:9]([C:15]3[CH:20]=[CH:19][C:18]([S:21]([CH3:24])(=[O:23])=[O:22])=[CH:17][CH:16]=3)[CH:10]=[C:11]([CH:13]=O)[N:12]=2)=[CH:4][CH:3]=1.[N:25]1C=CC=CC=1, predict the reaction product. The product is: [Cl:1][C:2]1[CH:7]=[CH:6][C:5]([C:8]2[N:9]([C:15]3[CH:20]=[CH:19][C:18]([S:21]([CH3:24])(=[O:23])=[O:22])=[CH:17][CH:16]=3)[CH:10]=[C:11]([C:13]#[N:25])[N:12]=2)=[CH:4][CH:3]=1. (7) The product is: [CH3:15][O:16][C:17]1[CH:22]=[CH:21][CH:20]=[CH:19][C:18]=1[C:23]1[CH:31]=[C:30]2[C:26]([C:27](=[CH:12][C:9]3[NH:8][C:7]([CH3:14])=[C:6]([CH2:5][CH2:4][C:1]([OH:3])=[O:2])[C:10]=3[CH3:11])[C:28](=[O:32])[NH:29]2)=[CH:25][CH:24]=1. Given the reactants [C:1]([CH2:4][CH2:5][C:6]1[C:10]([CH3:11])=[C:9]([CH:12]=O)[NH:8][C:7]=1[CH3:14])([OH:3])=[O:2].[CH3:15][O:16][C:17]1[CH:22]=[CH:21][CH:20]=[CH:19][C:18]=1[C:23]1[CH:31]=[C:30]2[C:26]([CH2:27][C:28](=[O:32])[NH:29]2)=[CH:25][CH:24]=1, predict the reaction product. (8) Given the reactants [CH:1]([O:4][C:5]([C:22]1[CH:27]=[CH:26][N:25]=[CH:24][CH:23]=1)=[CH:6][N:7]1[C:15]2[CH:14]=[CH:13][C:12]([CH3:16])=[CH:11][C:10]=2[C:9]2[CH2:17][N:18]([CH3:21])[CH2:19][CH2:20][C:8]1=2)([CH3:3])[CH3:2], predict the reaction product. The product is: [CH:1]([O:4][CH:5]([C:22]1[CH:23]=[CH:24][N:25]=[CH:26][CH:27]=1)[CH2:6][N:7]1[C:15]2[CH:14]=[CH:13][C:12]([CH3:16])=[CH:11][C:10]=2[C:9]2[CH2:17][N:18]([CH3:21])[CH2:19][CH2:20][C:8]1=2)([CH3:3])[CH3:2]. (9) Given the reactants [CH3:1][C:2]1([CH3:12])[O:6][C:5](=[CH:7][C:8](Cl)=[O:9])[C:4](=[O:11])[O:3]1.[CH2:13]([O:20][NH:21][CH2:22][C:23]1[CH:28]=[CH:27][C:26]([Cl:29])=[C:25]([Cl:30])[CH:24]=1)[C:14]1[CH:19]=[CH:18][CH:17]=[CH:16][CH:15]=1, predict the reaction product. The product is: [CH2:13]([O:20][N:21]([CH2:22][C:23]1[CH:28]=[CH:27][C:26]([Cl:29])=[C:25]([Cl:30])[CH:24]=1)[C:8](=[O:9])[CH:7]=[C:5]1[C:4](=[O:11])[O:3][C:2]([CH3:12])([CH3:1])[O:6]1)[C:14]1[CH:15]=[CH:16][CH:17]=[CH:18][CH:19]=1.